Task: Regression. Given a peptide amino acid sequence and an MHC pseudo amino acid sequence, predict their binding affinity value. This is MHC class I binding data.. Dataset: Peptide-MHC class I binding affinity with 185,985 pairs from IEDB/IMGT The peptide sequence is APAGFAIL. The MHC is H-2-Kb with pseudo-sequence H-2-Kb. The binding affinity (normalized) is 0.0941.